The task is: Predict the reactants needed to synthesize the given product.. This data is from Full USPTO retrosynthesis dataset with 1.9M reactions from patents (1976-2016). Given the product [C:15]1([C:18]2[CH:19]=[CH:20][CH:21]=[CH:22][CH:23]=2)[CH:16]=[CH:17][C:12]([CH2:11][O:10][C:9]2[CH:8]=[C:7]([CH:26]=[CH:25][CH:24]=2)[NH2:4])=[CH:13][CH:14]=1, predict the reactants needed to synthesize it. The reactants are: [Sn](Cl)Cl.[N+:4]([C:7]1[CH:8]=[C:9]([CH:24]=[CH:25][CH:26]=1)[O:10][CH2:11][C:12]1[CH:17]=[CH:16][C:15]([C:18]2[CH:23]=[CH:22][CH:21]=[CH:20][CH:19]=2)=[CH:14][CH:13]=1)([O-])=O.[OH-].[Na+].